From a dataset of Reaction yield outcomes from USPTO patents with 853,638 reactions. Predict the reaction yield, written as a fraction of the theoretical maximum amount of product (1.0 means a 100% yield; for example, 0.34 means a 34% yield). (1) The reactants are COC1C=C(C=CC=1OC)C[N:7]1[CH:12]=[C:11]([C:13]2[CH:18]=[CH:17][C:16]([O:19][CH3:20])=[C:15]([O:21][CH2:22][CH2:23][O:24][CH3:25])[CH:14]=2)[C:10](=O)[C:9]([C:27]#[N:28])=[CH:8]1.[Cl-:34].[Li+]. The catalyst is O=P(Cl)(Cl)Cl. The product is [Cl:34][C:10]1[C:9]([C:27]#[N:28])=[CH:8][N:7]=[CH:12][C:11]=1[C:13]1[CH:18]=[CH:17][C:16]([O:19][CH3:20])=[C:15]([O:21][CH2:22][CH2:23][O:24][CH3:25])[CH:14]=1. The yield is 0.780. (2) The reactants are [NH2:1][C:2]1[C:7]([CH:8]=O)=[CH:6][C:5]([Br:10])=[CH:4][N:3]=1.[C:11](OCC)(=[O:18])[CH2:12][C:13]([O:15][CH2:16][CH3:17])=[O:14].N1CCCCC1. The catalyst is CCO. The product is [CH2:16]([O:15][C:13]([C:12]1[C:11](=[O:18])[NH:1][C:2]2[C:7]([CH:8]=1)=[CH:6][C:5]([Br:10])=[CH:4][N:3]=2)=[O:14])[CH3:17]. The yield is 0.570. (3) The catalyst is C(OCC)(=O)C.C1C=CC(/C=C/C(/C=C/C2C=CC=CC=2)=O)=CC=1.C1C=CC(/C=C/C(/C=C/C2C=CC=CC=2)=O)=CC=1.C1C=CC(/C=C/C(/C=C/C2C=CC=CC=2)=O)=CC=1.[Pd].[Pd].C1(C)C(C)=CC=CC=1. The yield is 0.180. The product is [CH2:21]([S:27][C:2]1[N:6]=[CH:5][N:4]([CH2:7][O:8][CH2:9][CH2:10][Si:11]([CH3:14])([CH3:13])[CH3:12])[C:3]=1[C:15]1[CH:16]=[N:17][CH:18]=[CH:19][CH:20]=1)[CH2:22][CH2:23][CH2:24][CH2:25][CH3:26]. The reactants are Br[C:2]1[N:6]=[CH:5][N:4]([CH2:7][O:8][CH2:9][CH2:10][Si:11]([CH3:14])([CH3:13])[CH3:12])[C:3]=1[C:15]1[CH:16]=[N:17][CH:18]=[CH:19][CH:20]=1.[CH2:21]([SH:27])[CH2:22][CH2:23][CH2:24][CH2:25][CH3:26].C([O-])([O-])=O.[K+].[K+].CC1(C)C2C(=C(P(C3C=CC=CC=3)C3C=CC=CC=3)C=CC=2)OC2C(P(C3C=CC=CC=3)C3C=CC=CC=3)=CC=CC1=2. (4) The reactants are [F:1][C:2]([F:24])([F:23])[C:3]1[CH:4]=[C:5]([C:13]2[N:17]=[CH:16][N:15](/[CH:18]=[CH:19]\[C:20]([OH:22])=O)[N:14]=2)[CH:6]=[C:7]([C:9]([F:12])([F:11])[F:10])[CH:8]=1.Cl.[NH:26]([C:28]1[CH:33]=[CH:32][N:31]=[CH:30][CH:29]=1)[NH2:27].C(P1(=O)OP(CCC)(=O)OP(CCC)(=O)O1)CC.CCN(C(C)C)C(C)C. The catalyst is CCOC(C)=O. The product is [F:24][C:2]([F:23])([F:1])[C:3]1[CH:4]=[C:5]([C:13]2[N:17]=[CH:16][N:15](/[CH:18]=[CH:19]\[C:20]([NH:27][NH:26][C:28]3[CH:33]=[CH:32][N:31]=[CH:30][CH:29]=3)=[O:22])[N:14]=2)[CH:6]=[C:7]([C:9]([F:10])([F:12])[F:11])[CH:8]=1. The yield is 0.298.